This data is from Forward reaction prediction with 1.9M reactions from USPTO patents (1976-2016). The task is: Predict the product of the given reaction. (1) Given the reactants [CH3:1][O:2][C:3](=[O:30])[C:4]1[CH:9]=[CH:8][C:7]([O:10][CH2:11][CH2:12][CH2:13]Br)=[CH:6][C:5]=1[NH:15][C:16]([C:18]1[CH:23]=[CH:22][C:21]([C:24]2[CH:29]=[CH:28][CH:27]=[CH:26][CH:25]=2)=[CH:20][CH:19]=1)=[O:17].C([O-])([O-])=O.[Cs+].[Cs+].[C:37]([C:41]1[CH:49]=[CH:48][C:44]([CH:45]=[N:46][OH:47])=[CH:43][CH:42]=1)([CH3:40])([CH3:39])[CH3:38], predict the reaction product. The product is: [C:21]1([C:24]2[CH:25]=[CH:26][CH:27]=[CH:28][CH:29]=2)[CH:22]=[CH:23][C:18]([C:16]([NH:15][C:5]2[CH:6]=[C:7]([O:10][CH2:11][CH2:12][CH2:13][O:47]/[N:46]=[CH:45]/[C:44]3[CH:43]=[CH:42][C:41]([C:37]([CH3:40])([CH3:38])[CH3:39])=[CH:49][CH:48]=3)[CH:8]=[CH:9][C:4]=2[C:3]([OH:30])=[O:2])=[O:17])=[CH:19][CH:20]=1.[CH3:1][O:2][C:3](=[O:30])[C:4]1[CH:9]=[CH:8][C:7]([O:10][CH2:11][CH2:12][CH2:13][O:47]/[N:46]=[CH:45]/[C:44]2[CH:48]=[CH:49][C:41]([C:37]([CH3:40])([CH3:39])[CH3:38])=[CH:42][CH:43]=2)=[CH:6][C:5]=1[NH:15][C:16]([C:18]1[CH:23]=[CH:22][C:21]([C:24]2[CH:29]=[CH:28][CH:27]=[CH:26][CH:25]=2)=[CH:20][CH:19]=1)=[O:17]. (2) Given the reactants [CH:1]1([C:6]2[CH:7]=[C:8]([CH:12]=[C:13]([O:15][CH3:16])[N:14]=2)[C:9]([OH:11])=O)[CH2:5][CH2:4][CH2:3][CH2:2]1.CN(C=O)C.[Cl:22][C:23]1[CH:24]=[C:25]([CH:30]=[C:31]([CH3:42])[C:32]=1[O:33][CH2:34][CH:35]([O:39][CH2:40][CH3:41])[O:36][CH2:37][CH3:38])[C:26](=[NH:29])[NH:27]O.CN(C(ON1N=NC2C=CC=CC1=2)=[N+](C)C)C.[B-](F)(F)(F)F, predict the reaction product. The product is: [Cl:22][C:23]1[CH:24]=[C:25]([C:26]2[N:29]=[C:9]([C:8]3[CH:12]=[C:13]([O:15][CH3:16])[N:14]=[C:6]([CH:1]4[CH2:2][CH2:3][CH2:4][CH2:5]4)[CH:7]=3)[O:11][N:27]=2)[CH:30]=[C:31]([CH3:42])[C:32]=1[O:33][CH2:34][CH:35]([O:39][CH2:40][CH3:41])[O:36][CH2:37][CH3:38]. (3) Given the reactants [F:1][CH:2]([F:19])[O:3][C:4]1[CH:9]=[CH:8][C:7]([C:10]#[C:11][Si](C)(C)C)=[CH:6][C:5]=1[CH2:16][CH2:17][F:18].C(=O)([O-])[O-].[K+].[K+], predict the reaction product. The product is: [F:1][CH:2]([F:19])[O:3][C:4]1[CH:9]=[CH:8][C:7]([C:10]#[CH:11])=[CH:6][C:5]=1[CH2:16][CH2:17][F:18]. (4) Given the reactants [Cl:1][C:2]1[CH:3]=[C:4]([CH:6]=[CH:7][C:8]=1[O:9][C:10]1[C:19]2[C:14](=[CH:15][C:16]([O:22][CH3:23])=[C:17]([O:20][CH3:21])[CH:18]=2)[N:13]=[CH:12][CH:11]=1)[NH2:5].C(O)C.[N+:27]([C:30]1[CH:35]=[CH:34][C:33]([C:36]([N:38]=[C:39]=[S:40])=[O:37])=[CH:32][CH:31]=1)([O-:29])=[O:28], predict the reaction product. The product is: [Cl:1][C:2]1[CH:3]=[C:4]([NH:5][C:39]([NH:38][C:36](=[O:37])[C:33]2[CH:32]=[CH:31][C:30]([N+:27]([O-:29])=[O:28])=[CH:35][CH:34]=2)=[S:40])[CH:6]=[CH:7][C:8]=1[O:9][C:10]1[C:19]2[C:14](=[CH:15][C:16]([O:22][CH3:23])=[C:17]([O:20][CH3:21])[CH:18]=2)[N:13]=[CH:12][CH:11]=1. (5) The product is: [CH2:10]([N:5]1[C:6]([CH:7]=[O:8])=[C:2]([CH3:1])[N:3]=[CH:4]1)[CH3:11]. Given the reactants [CH3:1][C:2]1[N:3]=[CH:4][NH:5][C:6]=1[CH:7]=[O:8].I[CH2:10][CH3:11].O, predict the reaction product. (6) Given the reactants [CH2:1]([C:3]1([C:41]([OH:43])=[O:42])[CH2:8][CH2:7][N:6]([C:9]([C@:11]23[CH2:37][CH2:36][C@@H:35]([C:38]([CH3:40])=[CH2:39])[C@@H:12]2[C@@H:13]2[C@@:26]([CH3:29])([CH2:27][CH2:28]3)[C@@:25]3([CH3:30])[C@@H:16]([C@:17]4([CH3:34])[C@@H:22]([CH2:23][CH2:24]3)[C:21]([CH3:32])([CH3:31])[C@@H:20]([OH:33])[CH2:19][CH2:18]4)[CH2:15][CH2:14]2)=[O:10])[CH2:5][CH2:4]1)[CH3:2].N1C=CC=CC=1.[CH3:50][C:51]1([CH3:58])[CH2:55][C:54](=[O:56])[O:53][C:52]1=[O:57], predict the reaction product. The product is: [C:52]([C:51]([CH3:58])([CH3:50])[CH2:55][C:54]([O:33][C@H:20]1[CH2:19][CH2:18][C@@:17]2([CH3:34])[C@@H:22]([CH2:23][CH2:24][C@:25]3([CH3:30])[C@@H:16]2[CH2:15][CH2:14][C@H:13]2[C@@:26]3([CH3:29])[CH2:27][CH2:28][C@@:11]3([C:9]([N:6]4[CH2:5][CH2:4][C:3]([CH2:1][CH3:2])([C:41]([OH:43])=[O:42])[CH2:8][CH2:7]4)=[O:10])[CH2:37][CH2:36][C@@H:35]([C:38]([CH3:40])=[CH2:39])[C@@H:12]32)[C:21]1([CH3:32])[CH3:31])=[O:56])([OH:57])=[O:53]. (7) Given the reactants [Cl:1][C:2]1[CH:7]=[C:6]([Cl:8])[CH:5]=[CH:4][C:3]=1[C:9]1[C:30](=[O:31])[N:29]([CH3:32])[C:12]2[N:13]([CH3:28])[C:14]3[C:19]([C:11]=2[CH:10]=1)=[CH:18][C:17]([C:20]1[CH:24]=[C:23]([CH2:25][OH:26])[N:22]([CH3:27])[N:21]=1)=[CH:16][CH:15]=3.I[CH2:34][CH3:35], predict the reaction product. The product is: [Cl:1][C:2]1[CH:7]=[C:6]([Cl:8])[CH:5]=[CH:4][C:3]=1[C:9]1[C:30](=[O:31])[N:29]([CH3:32])[C:12]2[N:13]([CH3:28])[C:14]3[C:19]([C:11]=2[CH:10]=1)=[CH:18][C:17]([C:20]1[CH:24]=[C:23]([CH2:25][O:26][CH2:34][CH3:35])[N:22]([CH3:27])[N:21]=1)=[CH:16][CH:15]=3. (8) The product is: [C:18]([O:17][C:15]([N:12]1[CH2:13][CH2:14][CH:9]([O:8][C:5]2[CH:6]=[N:7][C:2]([N:32]3[C:29]4=[N:30][CH:31]=[C:26]([S:23]([CH3:22])(=[O:24])=[O:25])[CH:27]=[C:28]4[CH:34]=[CH:33]3)=[CH:3][CH:4]=2)[CH2:10][CH2:11]1)=[O:16])([CH3:21])([CH3:20])[CH3:19]. Given the reactants Cl[C:2]1[N:7]=[CH:6][C:5]([O:8][CH:9]2[CH2:14][CH2:13][N:12]([C:15]([O:17][C:18]([CH3:21])([CH3:20])[CH3:19])=[O:16])[CH2:11][CH2:10]2)=[CH:4][CH:3]=1.[CH3:22][S:23]([C:26]1[CH:27]=[C:28]2[CH:34]=[CH:33][NH:32][C:29]2=[N:30][CH:31]=1)(=[O:25])=[O:24], predict the reaction product. (9) The product is: [N:13]1[C:14]2[CH:19]=[CH:18][CH:17]=[CH:16][C:15]=2[NH:11][C:12]=1[CH2:20][C:21]([NH:26][C:27]1[CH:28]=[N:29][CH:30]=[CH:31][C:32]=1[C:33]#[N:34])=[O:23]. Given the reactants [Li+].C[Si]([N-][Si](C)(C)C)(C)C.[N:11]1[C:15]2[CH:16]=[CH:17][CH:18]=[CH:19][C:14]=2[NH:13][C:12]=1[CH2:20][C:21]([O:23]CC)=O.[NH2:26][C:27]1[CH:28]=[N:29][CH:30]=[CH:31][C:32]=1[C:33]#[N:34], predict the reaction product.